The task is: Predict the product of the given reaction.. This data is from Forward reaction prediction with 1.9M reactions from USPTO patents (1976-2016). (1) Given the reactants [CH2:1]([O:3][C:4](=[O:37])[CH2:5][CH2:6][CH2:7][O:8][C:9]1[CH:14]=[CH:13][CH:12]=[C:11]([CH2:15][CH2:16][CH2:17][CH2:18][CH2:19][CH2:20][O:21][C:22]2[CH:27]=[C:26](Br)[CH:25]=[C:24](Br)[CH:23]=2)[C:10]=1[CH2:30][CH2:31][C:32]([O:34][CH2:35][CH3:36])=[O:33])[CH3:2].[F:38][C:39]1[CH:44]=[C:43](B(O)O)[CH:42]=[CH:41][N:40]=1, predict the reaction product. The product is: [CH2:1]([O:3][C:4](=[O:37])[CH2:5][CH2:6][CH2:7][O:8][C:9]1[CH:14]=[CH:13][CH:12]=[C:11]([CH2:15][CH2:16][CH2:17][CH2:18][CH2:19][CH2:20][O:21][C:22]2[CH:27]=[C:26]([C:43]3[CH:42]=[CH:41][N:40]=[C:39]([F:38])[CH:44]=3)[CH:25]=[C:24]([C:43]3[CH:42]=[CH:41][N:40]=[C:39]([F:38])[CH:44]=3)[CH:23]=2)[C:10]=1[CH2:30][CH2:31][C:32]([O:34][CH2:35][CH3:36])=[O:33])[CH3:2]. (2) Given the reactants [Br:1][C:2]1[CH:7]=[CH:6][CH:5]=[CH:4][C:3]=1[CH2:8]Br.[CH2:10]([NH:12][CH2:13][CH3:14])[CH3:11], predict the reaction product. The product is: [Br:1][C:2]1[CH:7]=[CH:6][CH:5]=[CH:4][C:3]=1[CH2:8][N:12]([CH2:13][CH3:14])[CH2:10][CH3:11]. (3) Given the reactants [OH-].[Na+].C[O:4][C:5](=[O:29])[CH2:6][C:7]1[C:15]2[C:10](=[N:11][CH:12]=[CH:13][CH:14]=2)[N:9]([CH2:16][C:17]2[CH:22]=[CH:21][C:20]([S:23]([CH2:26][CH3:27])(=[O:25])=[O:24])=[CH:19][CH:18]=2)[C:8]=1[CH3:28], predict the reaction product. The product is: [CH2:26]([S:23]([C:20]1[CH:21]=[CH:22][C:17]([CH2:16][N:9]2[C:10]3=[N:11][CH:12]=[CH:13][CH:14]=[C:15]3[C:7]([CH2:6][C:5]([OH:29])=[O:4])=[C:8]2[CH3:28])=[CH:18][CH:19]=1)(=[O:25])=[O:24])[CH3:27]. (4) Given the reactants [CH3:1][N:2]1[C:6]([C:7]([NH2:9])=[O:8])=[C:5]([NH2:10])[C:4]([CH2:11][CH2:12][CH3:13])=[N:3]1.[CH2:14]([O:16][C:17]1[CH:25]=[CH:24][C:23]([S:26]([N:29]2[CH2:34][CH2:33][N:32]([CH3:35])[CH2:31][CH2:30]2)(=[O:28])=[O:27])=[CH:22][C:18]=1[C:19](Cl)=O)[CH3:15], predict the reaction product. The product is: [CH3:13][CH2:12][CH2:11][C:4]1[C:5]2[N:10]=[C:19]([C:18]3[CH:22]=[C:23]([S:26]([N:29]4[CH2:30][CH2:31][N:32]([CH3:35])[CH2:33][CH2:34]4)(=[O:27])=[O:28])[CH:24]=[CH:25][C:17]=3[O:16][CH2:14][CH3:15])[NH:9][C:7](=[O:8])[C:6]=2[N:2]([CH3:1])[N:3]=1. (5) Given the reactants [O:1]=[C:2]1[CH:19]=[C:18]([CH:20]2[CH2:25][CH2:24][N:23](C(OC(C)(C)C)=O)[CH2:22][CH2:21]2)[N:5]2[N:6]=[C:7]3[C:12]([C:11]([C:13]4[S:14][CH:15]=[CH:16][N:17]=4)=[CH:10][CH:9]=[CH:8]3)=[C:4]2[NH:3]1.[ClH:33], predict the reaction product. The product is: [ClH:33].[NH:23]1[CH2:22][CH2:21][CH:20]([C:18]2[N:5]3[N:6]=[C:7]4[C:12]([C:11]([C:13]5[S:14][CH:15]=[CH:16][N:17]=5)=[CH:10][CH:9]=[CH:8]4)=[C:4]3[NH:3][C:2](=[O:1])[CH:19]=2)[CH2:25][CH2:24]1. (6) Given the reactants [NH2:1][C:2]1[C:7]2[NH:8][C:9](=[S:19])[N:10]([CH2:11][CH2:12][NH:13][CH2:14][C:15]([CH3:18])([CH3:17])[CH3:16])[C:6]=2[CH:5]=[CH:4][N:3]=1.I[C:21]1[C:29]([CH:30]=[CH2:31])=[CH:28][C:24]2[O:25][CH2:26][O:27][C:23]=2[CH:22]=1.CC1C=CC2C=CC3C=CC(C)=NC=3C=2N=1.O.CC([O-])(C)C.[Na+], predict the reaction product. The product is: [CH2:14]([NH:13][CH2:12][CH2:11][N:10]1[C:6]2[CH:5]=[CH:4][N:3]=[C:2]([NH2:1])[C:7]=2[N:8]=[C:9]1[S:19][C:21]1[C:29]([CH:30]=[CH2:31])=[CH:28][C:24]2[O:25][CH2:26][O:27][C:23]=2[CH:22]=1)[C:15]([CH3:16])([CH3:18])[CH3:17]. (7) Given the reactants [C:1]([C:3]1[CH:4]=[N:5][C:6]2[C:11]([C:12]=1O)=[CH:10][C:9]([NH:14][C:15](=[O:17])[CH3:16])=[C:8]([O:18][CH2:19][CH2:20][O:21][CH3:22])[CH:7]=2)#[N:2].P(Cl)(Cl)([Cl:25])=O.C(=O)([O-])[O-].[K+].[K+], predict the reaction product. The product is: [Cl:25][C:12]1[C:11]2[C:6](=[CH:7][C:8]([O:18][CH2:19][CH2:20][O:21][CH3:22])=[C:9]([NH:14][C:15](=[O:17])[CH3:16])[CH:10]=2)[N:5]=[CH:4][C:3]=1[C:1]#[N:2]. (8) Given the reactants [F:1][C:2]1[CH:3]=[C:4]2[C:9](=[CH:10][C:11]=1[N:12]1[CH2:17][CH2:16][O:15][CH2:14][CH2:13]1)[N:8]([CH:18]([C:20]1[CH:25]=[CH:24][C:23]([C:26]([F:29])([F:28])[F:27])=[CH:22][CH:21]=1)[CH3:19])[CH:7]=[C:6]([C:30]#[N:31])[C:5]2=[O:32].[NH2:33][OH:34], predict the reaction product. The product is: [F:1][C:2]1[CH:3]=[C:4]2[C:9](=[CH:10][C:11]=1[N:12]1[CH2:17][CH2:16][O:15][CH2:14][CH2:13]1)[N:8]([CH:18]([C:20]1[CH:21]=[CH:22][C:23]([C:26]([F:28])([F:29])[F:27])=[CH:24][CH:25]=1)[CH3:19])[CH:7]=[C:6]([C:30](=[NH:31])[NH:33][OH:34])[C:5]2=[O:32]. (9) Given the reactants [P:1]([Cl:16])(Cl)([O:3][C:4]1[CH:9]=[C:8]([CH3:10])[C:7]([Cl:11])=[CH:6][C:5]=1[CH:12]([CH3:14])[CH3:13])=[O:2].Cl.[CH2:18]([O:20][C:21](=[O:25])[C@H:22]([CH3:24])[NH2:23])[CH3:19].CCN(CC)CC, predict the reaction product. The product is: [Cl:16][P:1]([NH:23][C@H:22]([C:21]([O:20][CH2:18][CH3:19])=[O:25])[CH3:24])([O:3][C:4]1[CH:9]=[C:8]([CH3:10])[C:7]([Cl:11])=[CH:6][C:5]=1[CH:12]([CH3:13])[CH3:14])=[O:2].